From a dataset of Full USPTO retrosynthesis dataset with 1.9M reactions from patents (1976-2016). Predict the reactants needed to synthesize the given product. (1) Given the product [C:17]([O:16][C:13]1[CH:14]=[CH:15][C:10]([CH2:9][CH2:8][CH2:7][CH2:6][I:21])=[CH:11][CH:12]=1)([CH3:20])([CH3:19])[CH3:18], predict the reactants needed to synthesize it. The reactants are: CS(O[CH2:6][CH2:7][CH2:8][CH2:9][C:10]1[CH:15]=[CH:14][C:13]([O:16][C:17]([CH3:20])([CH3:19])[CH3:18])=[CH:12][CH:11]=1)(=O)=O.[I-:21].[Na+].CC(C)=O.C(OC(C)C)(C)C. (2) Given the product [CH3:28][O:27][C:25](=[O:26])[NH:11][CH2:10][CH2:9][C:5]1[CH:6]=[CH:7][CH:8]=[C:3]([O:2][CH3:1])[CH:4]=1, predict the reactants needed to synthesize it. The reactants are: [CH3:1][O:2][C:3]1[CH:4]=[C:5]([CH2:9][CH2:10][NH2:11])[CH:6]=[CH:7][CH:8]=1.C1COCC1.CCN(CC)CC.Cl[C:25]([O:27][CH3:28])=[O:26]. (3) Given the product [CH3:8][C:9]1([CH3:28])[CH2:14][N:13]([C:34](=[O:35])[C:33]2[CH:37]=[CH:38][C:39]([N+:40]([O-:42])=[O:41])=[C:31]([NH:30][CH3:29])[CH:32]=2)[CH2:12][CH2:11][N:10]1[C:15]([C:17]1[N:21]=[CH:20][N:19]([C:22]2[CH:27]=[CH:26][CH:25]=[CH:24][CH:23]=2)[N:18]=1)=[O:16], predict the reactants needed to synthesize it. The reactants are: FC(F)(F)C(O)=O.[CH3:8][C:9]1([CH3:28])[CH2:14][NH:13][CH2:12][CH2:11][N:10]1[C:15]([C:17]1[N:21]=[CH:20][N:19]([C:22]2[CH:27]=[CH:26][CH:25]=[CH:24][CH:23]=2)[N:18]=1)=[O:16].[CH3:29][NH:30][C:31]1[CH:32]=[C:33]([CH:37]=[CH:38][C:39]=1[N+:40]([O-:42])=[O:41])[C:34](O)=[O:35].CN(C(ON1N=NC2C=CC=CC1=2)=[N+](C)C)C.[B-](F)(F)(F)F.CCN(C(C)C)C(C)C. (4) Given the product [CH:15]1([C@:10]2([C:13]#[N:14])[CH2:11][CH2:12][N:8]([C:6]3[CH:5]=[CH:4][N:3]=[C:2]([NH:19][C:20]4[CH:25]=[C:24]([CH2:26][OH:27])[CH:23]=[CH:22][N:21]=4)[CH:7]=3)[C:9]2=[O:18])[CH2:17][CH2:16]1, predict the reactants needed to synthesize it. The reactants are: Br[C:2]1[CH:7]=[C:6]([N:8]2[CH2:12][CH2:11][C@:10]([CH:15]3[CH2:17][CH2:16]3)([C:13]#[N:14])[C:9]2=[O:18])[CH:5]=[CH:4][N:3]=1.[NH2:19][C:20]1[CH:25]=[C:24]([CH2:26][OH:27])[CH:23]=[CH:22][N:21]=1.C(=O)([O-])[O-].[K+].[K+].C1(P(C2CCCCC2)C2C(OC)=CC=C(OC)C=2C2C(C(C)C)=CC(C(C)C)=CC=2C(C)C)CCCCC1. (5) Given the product [Cl:1][C:2]1[CH:3]=[C:4]([C:8]2[N:12]([C:13]3[CH:14]=[CH:15][C:16]([Cl:19])=[CH:17][CH:18]=3)[N:11]=[C:10]([C:20]([N:46]3[CH2:50][C:49](=[O:51])[NH:48][CH2:47]3)=[O:22])[CH:9]=2)[CH:5]=[CH:6][CH:7]=1, predict the reactants needed to synthesize it. The reactants are: [Cl:1][C:2]1[CH:3]=[C:4]([C:8]2[N:12]([C:13]3[CH:18]=[CH:17][C:16]([Cl:19])=[CH:15][CH:14]=3)[N:11]=[C:10]([C:20]([OH:22])=O)[CH:9]=2)[CH:5]=[CH:6][CH:7]=1.ClC1C=C(N2C(C3C=C(F)C=C(Cl)C=3)=CC(C([N:46]3[CH2:50][C:49](=[O:51])[NH:48][CH2:47]3)=O)=N2)C=CC=1F.